From a dataset of Retrosynthesis with 50K atom-mapped reactions and 10 reaction types from USPTO. Predict the reactants needed to synthesize the given product. (1) Given the product N#Cc1cnc(Nc2ccc(N3CCNCC3)cn2)nc1NC1CCCC1, predict the reactants needed to synthesize it. The reactants are: CC(C)(C)OC(=O)N1CCN(c2ccc(Nc3ncc(C#N)c(NC4CCCC4)n3)nc2)CC1. (2) Given the product C=Cc1ccc([N+](=O)[O-])c(F)c1, predict the reactants needed to synthesize it. The reactants are: CN1CCCC1=O.O=[N+]([O-])c1ccc(Cl)cc1F. (3) The reactants are: CCN.CN1CC(O)c2cc(S(N)(=O)=O)sc2S1(=O)=O. Given the product CCNC1CN(C)S(=O)(=O)c2sc(S(N)(=O)=O)cc21, predict the reactants needed to synthesize it. (4) Given the product Nc1nccn2c([C@@H]3CCCN3C(=O)/C=C/CN3CCCC3)nc(-c3ccc(C(=O)Nc4ccccn4)cc3)c12, predict the reactants needed to synthesize it. The reactants are: Nc1nccn2c([C@@H]3CCCN3)nc(-c3ccc(C(=O)Nc4ccccn4)cc3)c12.O=C(O)/C=C/CN1CCCC1.